From a dataset of Catalyst prediction with 721,799 reactions and 888 catalyst types from USPTO. Predict which catalyst facilitates the given reaction. (1) Product: [CH3:33][N:35]([CH3:36])[C:1]([N:23]1[CH:19]([C:15]2[CH:16]=[CH:17][CH:18]=[C:13]([O:12][CH2:5][C:6]3[CH:11]=[CH:10][CH:9]=[CH:8][CH:7]=3)[CH:14]=2)[CH:20]2[CH2:31][O:30][C:29]3[CH:28]=[CH:27][C:26]([F:32])=[CH:25][C:24]=3[C:21]2=[N:22]1)=[O:2]. Reactant: [C:1](Cl)(Cl)=[O:2].[CH2:5]([O:12][C:13]1[CH:14]=[C:15]([CH:19]2[NH:23][N:22]=[C:21]3[C:24]4[CH:25]=[C:26]([F:32])[CH:27]=[CH:28][C:29]=4[O:30][CH2:31][CH:20]23)[CH:16]=[CH:17][CH:18]=1)[C:6]1[CH:11]=[CH:10][CH:9]=[CH:8][CH:7]=1.[CH2:33]([N:35](CC)[CH2:36]C)C.CNC. The catalyst class is: 359. (2) Reactant: O[CH2:2][CH:3]1[CH2:7][CH:6]([CH2:8]O)[CH2:5][N:4]1[C:10]([O:12][C:13]([CH3:16])([CH3:15])[CH3:14])=[O:11].C([N:19](CC)CC)C.CS(Cl)(=O)=O.[Cl-].[NH4+]. Product: [CH:6]12[CH2:7][CH:3]([N:4]([C:10]([O:12][C:13]([CH3:16])([CH3:15])[CH3:14])=[O:11])[CH2:5]1)[CH2:2][NH:19][CH2:8]2. The catalyst class is: 4. (3) Reactant: [C:1]([O:5][C:6](CNCCCC(O)=O)=[O:7])([CH3:4])([CH3:3])[CH3:2].F[P-](F)(F)(F)(F)F.CN(C(=[N+](C)C)[O:27]N1C2=NC=CC=C2N=N1)C.[CH:40]([N:43]([CH2:47][CH3:48])[CH:44]([CH3:46])C)([CH3:42])C.[NH:49]1[CH2:53][CH2:52]C[CH2:50]1. Product: [CH3:50][N:49]([CH2:53][CH2:52][CH2:48][C:47](=[O:27])[N:43]1[CH2:40][CH2:42][CH2:46][CH2:44]1)[C:6](=[O:7])[O:5][C:1]([CH3:2])([CH3:3])[CH3:4]. The catalyst class is: 35. (4) Reactant: [C:1]([C:5]1[CH:6]=[C:7]([NH:29][C:30]([NH:32][C@@H:33]2[C:42]3[C:37](=[CH:38][CH:39]=[CH:40][CH:41]=3)[C@H:36]([O:43][C:44]3[CH:45]=[CH:46][C:47]4[N:48]([C:50]([N:53]5[CH2:58][CH2:57][CH2:56][CH2:55][C@@H:54]5[CH3:59])=[N:51][N:52]=4)[CH:49]=3)[CH2:35][CH2:34]2)=[O:31])[N:8]([C:10]2[CH:15]=[CH:14][C:13]([O:16][Si:17]([CH:24]([CH3:26])[CH3:25])([CH:21]([CH3:23])[CH3:22])[CH:18]([CH3:20])[CH3:19])=[C:12]([CH2:27]Cl)[CH:11]=2)[N:9]=1)([CH3:4])([CH3:3])[CH3:2].[CH3:60][N:61]1[CH2:66][CH2:65][NH:64][CH2:63][CH2:62]1. Product: [C:1]([C:5]1[CH:6]=[C:7]([NH:29][C:30]([NH:32][C@@H:33]2[C:42]3[C:37](=[CH:38][CH:39]=[CH:40][CH:41]=3)[C@H:36]([O:43][C:44]3[CH:45]=[CH:46][C:47]4[N:48]([C:50]([N:53]5[CH2:58][CH2:57][CH2:56][CH2:55][C@@H:54]5[CH3:59])=[N:51][N:52]=4)[CH:49]=3)[CH2:35][CH2:34]2)=[O:31])[N:8]([C:10]2[CH:15]=[CH:14][C:13]([O:16][Si:17]([CH:24]([CH3:26])[CH3:25])([CH:21]([CH3:23])[CH3:22])[CH:18]([CH3:20])[CH3:19])=[C:12]([CH2:27][N:64]3[CH2:65][CH2:66][N:61]([CH3:60])[CH2:62][CH2:63]3)[CH:11]=2)[N:9]=1)([CH3:4])([CH3:3])[CH3:2]. The catalyst class is: 1. (5) Reactant: C[O:2][C:3]1[CH:8]=[CH:7][C:6]([CH:9]2[CH2:17][CH2:16][CH2:15][CH:14]3[N:10]2[CH2:11][CH2:12][CH2:13]3)=[CH:5][CH:4]=1.Br. Product: [OH:2][C:3]1[CH:4]=[CH:5][C:6]([CH:9]2[CH2:17][CH2:16][CH2:15][CH:14]3[N:10]2[CH2:11][CH2:12][CH2:13]3)=[CH:7][CH:8]=1. The catalyst class is: 15.